From a dataset of TCR-epitope binding with 47,182 pairs between 192 epitopes and 23,139 TCRs. Binary Classification. Given a T-cell receptor sequence (or CDR3 region) and an epitope sequence, predict whether binding occurs between them. (1) The epitope is FIAGLIAIV. The TCR CDR3 sequence is CASSGEGSLQYF. Result: 0 (the TCR does not bind to the epitope). (2) The epitope is ELAGIGILTV. The TCR CDR3 sequence is CASSPGMGSGYTF. Result: 1 (the TCR binds to the epitope). (3) The TCR CDR3 sequence is CASSSWESGPVNTEAFF. Result: 0 (the TCR does not bind to the epitope). The epitope is EHPTFTSQYRIQGKL. (4) The epitope is KTWGQYWQV. The TCR CDR3 sequence is CASSEGQGGLETQYF. Result: 0 (the TCR does not bind to the epitope). (5) The epitope is RAKFKQLL. The TCR CDR3 sequence is CAISESVAGEQETQYF. Result: 1 (the TCR binds to the epitope). (6) The epitope is GILGFVFTL. The TCR CDR3 sequence is CASSQERGGYNEQFF. Result: 1 (the TCR binds to the epitope). (7) The epitope is LEPLVDLPI. The TCR CDR3 sequence is CASSQETSVGSSYNEQFF. Result: 1 (the TCR binds to the epitope). (8) The epitope is NEGVKAAW. The TCR CDR3 sequence is CASSVQGGNTEAFF. Result: 0 (the TCR does not bind to the epitope).